From a dataset of Full USPTO retrosynthesis dataset with 1.9M reactions from patents (1976-2016). Predict the reactants needed to synthesize the given product. (1) Given the product [Cl:1][C:2]1[S:6][C:5]([C:7]([C:8]2[N:10]([CH:11]3[CH2:13][CH2:12]3)[C:29]([C:26]3([OH:25])[CH2:28][CH2:27]3)=[N:31][N:32]=2)([CH3:15])[CH3:14])=[CH:4][CH:3]=1, predict the reactants needed to synthesize it. The reactants are: [Cl:1][C:2]1[S:6][C:5]([C:7]([CH3:15])([CH3:14])[C:8]([NH:10][CH:11]2[CH2:13][CH2:12]2)=O)=[CH:4][CH:3]=1.S(Cl)(Cl)=O.CN(C=O)C.[OH:25][C:26]1([C:29]([NH:31][NH2:32])=O)[CH2:28][CH2:27]1. (2) The reactants are: [CH3:1][C:2]1[N:3]([CH2:12][CH2:13][CH:14]2[CH2:18][CH2:17][CH2:16][N:15]2[CH3:19])[C:4]2[C:9]([CH:10]=1)=[CH:8][C:7]([NH2:11])=[CH:6][CH:5]=2.I.CS[C:23]([C:25]1[S:26][CH:27]=[CH:28][CH:29]=1)=[NH:24]. Given the product [CH3:1][C:2]1[N:3]([CH2:12][CH2:13][CH:14]2[CH2:18][CH2:17][CH2:16][N:15]2[CH3:19])[C:4]2[C:9]([CH:10]=1)=[CH:8][C:7]([NH:11][C:23]([C:25]1[S:26][CH:27]=[CH:28][CH:29]=1)=[NH:24])=[CH:6][CH:5]=2, predict the reactants needed to synthesize it. (3) Given the product [CH:78]1([N:77]2[C:76]3[CH:84]=[CH:85][C:86]([C:88]([OH:90])=[O:89])=[CH:87][C:75]=3[N:74]=[C:73]2[C:68]2[CH:69]=[C:70]3[C:65](=[CH:66][CH:67]=2)[N:64]=[C:63]([C:62]2[CH:57]=[CH:58][CH:59]=[C:60]([C:91]([N:93]4[CH2:97][CH2:96][CH2:95][CH2:94]4)=[O:92])[CH:61]=2)[CH:72]=[CH:71]3)[CH2:83][CH2:82][CH2:81][CH2:80][CH2:79]1, predict the reactants needed to synthesize it. The reactants are: C(OC(=O)C1C=CC(NC2CCCCC2)=C(NC(C2C=C3C(=CC=2)N=C(C2C(C4C=CC(Cl)=CC=4)=CC=C(C(N4CCCC4)=O)C=2)C=C3)=O)C=1)C.ClC1C=CC([C:57]2[C:62]([C:63]3[CH:72]=[CH:71][C:70]4[C:65](=[CH:66][CH:67]=[C:68]([C:73]5[N:77]([CH:78]6[CH2:83][CH2:82][CH2:81][CH2:80][CH2:79]6)[C:76]6[CH:84]=[CH:85][C:86]([C:88]([OH:90])=[O:89])=[CH:87][C:75]=6[N:74]=5)[CH:69]=4)[N:64]=3)=[CH:61][C:60]([C:91]([N:93]3[CH2:97][CH2:96][CH2:95][CH2:94]3)=[O:92])=[CH:59][CH:58]=2)=CC=1.C(C1C=CC=CC=1)(=O)C. (4) Given the product [C:18]([O:1][C:2]1[CH:3]=[C:4]([CH:8]=[C:9]([O:11][C:12](=[O:15])[CH:25]([CH3:26])[CH3:24])[CH:10]=1)[C:5]([OH:7])=[O:6])(=[O:22])[CH:19]([CH3:21])[CH3:20], predict the reactants needed to synthesize it. The reactants are: [OH:1][C:2]1[CH:3]=[C:4]([CH:8]=[C:9]([OH:11])[CH:10]=1)[C:5]([OH:7])=[O:6].[C:12]([O-:15])([O-])=O.[K+].[K+].[C:18](Cl)(=[O:22])[CH:19]([CH3:21])[CH3:20].[CH3:24][CH:25](O)[CH3:26]. (5) Given the product [Cl:30][C:27]1[CH:28]=[CH:29][C:24]([NH:23][C:19]2[N:18]=[C:17]([C:16]3[C:8]([C:4]4[CH:3]=[C:2]([NH:1][C:48](=[O:49])[CH2:47][C:43]5[S:42][CH:46]=[CH:45][CH:44]=5)[CH:7]=[CH:6][CH:5]=4)=[N:9][N:10]4[CH:15]=[CH:14][CH:13]=[CH:12][C:11]=34)[CH:22]=[CH:21][N:20]=2)=[CH:25][C:26]=1[O:31][CH2:32][CH2:33][N:34]([CH3:41])[CH:35]1[CH2:39][CH2:38][N:37]([CH3:40])[CH2:36]1, predict the reactants needed to synthesize it. The reactants are: [NH2:1][C:2]1[CH:3]=[C:4]([C:8]2[C:16]([C:17]3[CH:22]=[CH:21][N:20]=[C:19]([NH:23][C:24]4[CH:29]=[CH:28][C:27]([Cl:30])=[C:26]([O:31][CH2:32][CH2:33][N:34]([CH3:41])[CH:35]5[CH2:39][CH2:38][N:37]([CH3:40])[CH2:36]5)[CH:25]=4)[N:18]=3)=[C:11]3[CH:12]=[CH:13][CH:14]=[CH:15][N:10]3[N:9]=2)[CH:5]=[CH:6][CH:7]=1.[S:42]1[CH:46]=[CH:45][CH:44]=[C:43]1[CH2:47][C:48](Cl)=[O:49]. (6) The reactants are: C(=O)(O)[O-].[Na+].[CH2:6]([O:13][C:14]([NH:16][CH:17]([CH2:21][C:22]1[CH:27]=[CH:26][C:25]([Br:28])=[CH:24][CH:23]=1)[C:18]([OH:20])=O)=[O:15])[C:7]1[CH:12]=[CH:11][CH:10]=[CH:9][CH:8]=1.[NH2:29][CH2:30][CH:31]([OH:38])[CH2:32][C:33]([CH3:37])([CH3:36])[CH2:34][CH3:35].Cl.CN(C)CCCN=C=NCC.ON1C2C=CC=CC=2N=N1. Given the product [Br:28][C:25]1[CH:26]=[CH:27][C:22]([CH2:21][CH:17]([NH:16][C:14](=[O:15])[O:13][CH2:6][C:7]2[CH:8]=[CH:9][CH:10]=[CH:11][CH:12]=2)[C:18]([NH:29][CH2:30][CH:31]([OH:38])[CH2:32][C:33]([CH3:37])([CH3:36])[CH2:34][CH3:35])=[O:20])=[CH:23][CH:24]=1, predict the reactants needed to synthesize it.